Dataset: NCI-60 drug combinations with 297,098 pairs across 59 cell lines. Task: Regression. Given two drug SMILES strings and cell line genomic features, predict the synergy score measuring deviation from expected non-interaction effect. (1) Drug 1: CC12CCC3C(C1CCC2O)C(CC4=C3C=CC(=C4)O)CCCCCCCCCS(=O)CCCC(C(F)(F)F)(F)F. Drug 2: CC1=C2C(C(=O)C3(C(CC4C(C3C(C(C2(C)C)(CC1OC(=O)C(C(C5=CC=CC=C5)NC(=O)OC(C)(C)C)O)O)OC(=O)C6=CC=CC=C6)(CO4)OC(=O)C)O)C)O. Cell line: OVCAR3. Synergy scores: CSS=32.9, Synergy_ZIP=14.6, Synergy_Bliss=15.0, Synergy_Loewe=9.71, Synergy_HSA=10.5. (2) Drug 1: CN1C(=O)N2C=NC(=C2N=N1)C(=O)N. Drug 2: CC1=C2C(C(=O)C3(C(CC4C(C3C(C(C2(C)C)(CC1OC(=O)C(C(C5=CC=CC=C5)NC(=O)C6=CC=CC=C6)O)O)OC(=O)C7=CC=CC=C7)(CO4)OC(=O)C)O)C)OC(=O)C. Cell line: HL-60(TB). Synergy scores: CSS=34.4, Synergy_ZIP=-1.67, Synergy_Bliss=-2.35, Synergy_Loewe=-13.9, Synergy_HSA=-3.61. (3) Drug 1: CC(C1=C(C=CC(=C1Cl)F)Cl)OC2=C(N=CC(=C2)C3=CN(N=C3)C4CCNCC4)N. Drug 2: CN1C(=O)N2C=NC(=C2N=N1)C(=O)N. Cell line: OVCAR-5. Synergy scores: CSS=2.97, Synergy_ZIP=-0.00144, Synergy_Bliss=0.314, Synergy_Loewe=-11.0, Synergy_HSA=-3.55. (4) Drug 1: C1CN1P(=S)(N2CC2)N3CC3. Drug 2: CCC1(C2=C(COC1=O)C(=O)N3CC4=CC5=C(C=CC(=C5CN(C)C)O)N=C4C3=C2)O.Cl. Cell line: KM12. Synergy scores: CSS=33.1, Synergy_ZIP=-1.49, Synergy_Bliss=1.95, Synergy_Loewe=-5.16, Synergy_HSA=3.13.